This data is from Reaction yield outcomes from USPTO patents with 853,638 reactions. The task is: Predict the reaction yield, written as a fraction of the theoretical maximum amount of product (1.0 means a 100% yield; for example, 0.34 means a 34% yield). (1) The reactants are [Cl:1][C:2]1[CH:7]=[C:6]([NH:8][CH:9]2[CH2:11][CH2:10]2)[N:5]2[N:12]=[CH:13][C:14]([CH:15]=[O:16])=[C:4]2[N:3]=1.C(N(CC)CC)C.CN(C1C=CC=CN=1)C.[C:33]([O:37][C:38](O[C:38]([O:37][C:33]([CH3:36])([CH3:35])[CH3:34])=[O:39])=[O:39])([CH3:36])([CH3:35])[CH3:34]. The catalyst is C(Cl)Cl. The product is [Cl:1][C:2]1[CH:7]=[C:6]([N:8]([CH:9]2[CH2:11][CH2:10]2)[C:38](=[O:39])[O:37][C:33]([CH3:36])([CH3:35])[CH3:34])[N:5]2[N:12]=[CH:13][C:14]([CH:15]=[O:16])=[C:4]2[N:3]=1. The yield is 0.880. (2) The reactants are C(O[C:6]([N:8]1[CH2:13][CH2:12][N:11]([C:14]2[C:19]([NH:20][S:21]([CH3:24])(=[O:23])=[O:22])=[CH:18][CH:17]=[CH:16][C:15]=2[Cl:25])[CH2:10][CH2:9]1)=O)(C)(C)C.FC(F)(F)C(O)=O.[CH3:33][S:34]([N:37]1[CH2:42][CH2:41][C:40]2[N:43]([CH2:56][CH:57]3C[O:58]3)[N:44]=[C:45]([C:46]3[CH:51]=[CH:50][C:49]([C:52]([F:55])([F:54])[F:53])=[CH:48][CH:47]=3)[C:39]=2[CH2:38]1)(=[O:36])=[O:35]. The catalyst is C(Cl)Cl. The product is [Cl:25][C:15]1[C:14]([N:11]2[CH2:10][CH2:9][N:8]([CH2:6][CH:57]([OH:58])[CH2:56][N:43]3[C:40]4[CH2:41][CH2:42][N:37]([S:34]([CH3:33])(=[O:36])=[O:35])[CH2:38][C:39]=4[C:45]([C:46]4[CH:51]=[CH:50][C:49]([C:52]([F:54])([F:55])[F:53])=[CH:48][CH:47]=4)=[N:44]3)[CH2:13][CH2:12]2)=[C:19]([NH:20][S:21]([CH3:24])(=[O:22])=[O:23])[CH:18]=[CH:17][CH:16]=1. The yield is 0.200. (3) The reactants are C(OC(=O)[NH:7][CH2:8][C:9]1[CH:38]=[CH:37][C:12]2[N:13]([CH2:32][CH2:33][CH2:34][CH2:35][OH:36])[C:14]([CH2:16][N:17]3[C:26]4[C:21](=[CH:22][CH:23]=[CH:24][CH:25]=4)[C:20](=[O:27])[N:19]([CH:28]4[CH2:30][CH2:29]4)[C:18]3=[O:31])=[N:15][C:11]=2[CH:10]=1)(C)(C)C.C1(OC)C=CC=CC=1.C(O)(C(F)(F)F)=O.C(Cl)(=O)C. The catalyst is C(Cl)Cl. The product is [NH2:7][CH2:8][C:9]1[CH:38]=[CH:37][C:12]2[N:13]([CH2:32][CH2:33][CH2:34][CH2:35][OH:36])[C:14]([CH2:16][N:17]3[C:26]4[C:21](=[CH:22][CH:23]=[CH:24][CH:25]=4)[C:20](=[O:27])[N:19]([CH:28]4[CH2:29][CH2:30]4)[C:18]3=[O:31])=[N:15][C:11]=2[CH:10]=1. The yield is 1.00. (4) The reactants are [NH:1]1[C:9]2[C:4](=[C:5]([CH2:10][NH:11][CH3:12])[CH:6]=[CH:7][CH:8]=2)[CH:3]=[CH:2]1.Cl.[O:14]=[C:15]1[NH:24][C:23]2[N:22]=[CH:21][C:20](/[CH:25]=[CH:26]/[C:27]([OH:29])=O)=[CH:19][C:18]=2[CH2:17][CH2:16]1. No catalyst specified. The product is [NH:1]1[C:9]2[C:4](=[C:5]([CH2:10][N:11]([CH3:12])[C:27](=[O:29])[CH:26]=[CH:25][C:20]3[CH:21]=[N:22][C:23]4[NH:24][C:15](=[O:14])[CH2:16][CH2:17][C:18]=4[CH:19]=3)[CH:6]=[CH:7][CH:8]=2)[CH:3]=[CH:2]1. The yield is 0.730. (5) The catalyst is [Pd].CO. The reactants are C([O:8][C:9]1[CH:10]=[C:11]([CH:34]=[CH:35][CH:36]=1)[CH2:12][N:13]1[C:21]2[C:16](=[CH:17][CH:18]=[CH:19][CH:20]=2)[C:15]2([CH2:25][O:24][C:23]3[CH:26]=[C:27]4[C:31](=[CH:32][C:22]2=3)[CH2:30][CH2:29][O:28]4)[C:14]1=[O:33])C1C=CC=CC=1. The yield is 0.930. The product is [OH:8][C:9]1[CH:10]=[C:11]([CH:34]=[CH:35][CH:36]=1)[CH2:12][N:13]1[C:21]2[C:16](=[CH:17][CH:18]=[CH:19][CH:20]=2)[C:15]2([CH2:25][O:24][C:23]3[CH:26]=[C:27]4[C:31](=[CH:32][C:22]2=3)[CH2:30][CH2:29][O:28]4)[C:14]1=[O:33]. (6) The reactants are N[C:2]1[C:7]([N+:8]([O-:10])=[O:9])=[C:6]([CH3:11])[C:5]([Cl:12])=[CH:4][N:3]=1.Br[C:14]1[C:19]([N+:20]([O-:22])=[O:21])=[C:18]([CH3:23])[C:17]([Cl:24])=[CH:16][N:15]=1.I([O-])(=O)(=O)=O.[Na+].[OH2:31]. The catalyst is C1COCC1.[Os](=O)(=O)(=O)=O. The product is [Cl:12][C:5]1[C:6]([CH3:11])=[C:7]([N+:8]([O-:10])=[O:9])[C:2]([CH:14]=[O:31])=[N:3][CH:4]=1.[Cl:24][C:17]1[C:18]([CH3:23])=[C:19]([N+:20]([O-:22])=[O:21])[C:14]([CH:2]=[CH2:7])=[N:15][CH:16]=1. The yield is 0.560. (7) The yield is 0.230. The catalyst is C(O)(=O)C.C1COCC1. The product is [F:9][C:8]([F:10])([F:11])[C:6]1[CH:5]=[C:4]2[C:3]([S:12](=[O:14])(=[O:13])[NH:15][C:16]3[C:17]2=[CH:18][CH:19]=[C:20]2[C:25]=3[N:24]=[CH:23][CH:22]=[CH:21]2)=[CH:2][CH:7]=1. The reactants are N[C:2]1[CH:7]=[C:6]([C:8]([F:11])([F:10])[F:9])[CH:5]=[CH:4][C:3]=1[S:12]([NH:15][C:16]1[CH:17]=[CH:18][CH:19]=[C:20]2[C:25]=1[N:24]=[CH:23][CH:22]=[CH:21]2)(=[O:14])=[O:13].C(ON=O)(C)(C)C.